Dataset: Forward reaction prediction with 1.9M reactions from USPTO patents (1976-2016). Task: Predict the product of the given reaction. (1) Given the reactants CO[C:3](=[O:15])[C:4]1[CH:9]=[C:8]([OH:10])[CH:7]=[C:6](OCOC)[CH:5]=1.Br[C:17]1[CH:18]=[CH:19][C:20]([S:23]([CH2:26][CH3:27])(=[O:25])=[O:24])=[N:21][CH:22]=1.[O:28]([CH2:36][C@H:37]([OH:39])[CH3:38])[Si](C(C)(C)C)(C)C.[NH2:40][C:41]1[CH:45]=[CH:44][NH:43][N:42]=1, predict the reaction product. The product is: [CH2:26]([S:23]([C:20]1[N:21]=[CH:22][C:17]([O:10][C:8]2[CH:9]=[C:4]([CH:5]=[C:6]([O:39][CH:37]([CH3:38])[CH2:36][OH:28])[CH:7]=2)[C:3]([NH:40][C:41]2[CH:45]=[CH:44][NH:43][N:42]=2)=[O:15])=[CH:18][CH:19]=1)(=[O:25])=[O:24])[CH3:27]. (2) Given the reactants [Cl:1][C:2]1[CH:7]=[CH:6][CH:5]=[C:4]([Cl:8])[C:3]=1[CH2:9][S:10]([C:13]1[CH:14]=[C:15]2[C:19](=[CH:20][CH:21]=1)[NH:18][C:17](=[O:22])/[C:16]/2=[CH:23]\[C:24]1[NH:28][C:27]([CH3:29])=[C:26]([CH2:30][C:31]([OH:33])=O)[C:25]=1[CH3:34])(=[O:12])=[O:11].CCN(C(C)C)C(C)C.OC(C(F)(F)F)=O.[NH2:51][CH2:52][CH2:53][N:54]1[CH2:59][CH2:58][CH:57]([OH:60])[CH2:56][CH2:55]1.CN(C(ON1N=NC2C=CC=NC1=2)=[N+](C)C)C.F[P-](F)(F)(F)(F)F, predict the reaction product. The product is: [Cl:1][C:2]1[CH:7]=[CH:6][CH:5]=[C:4]([Cl:8])[C:3]=1[CH2:9][S:10]([C:13]1[CH:14]=[C:15]2[C:19](=[CH:20][CH:21]=1)[NH:18][C:17](=[O:22])/[C:16]/2=[CH:23]\[C:24]1[NH:28][C:27]([CH3:29])=[C:26]([CH2:30][C:31]([NH:51][CH2:52][CH2:53][N:54]2[CH2:59][CH2:58][CH:57]([OH:60])[CH2:56][CH2:55]2)=[O:33])[C:25]=1[CH3:34])(=[O:11])=[O:12]. (3) Given the reactants [Cl:1][C:2]1[CH:7]=[CH:6][CH:5]=[C:4]([Cl:8])[C:3]=1[C:9]1[N:26]([CH2:27][C@H:28]2[CH2:33][CH2:32][CH2:31][N:30]([C:34]([O:36][C:37]([CH3:40])([CH3:39])[CH3:38])=[O:35])[CH2:29]2)[C:12]2[N:13]=[C:14]([NH:17][CH2:18][C:19]3[CH:24]=[CH:23][CH:22]=[C:21](O)[CH:20]=3)[N:15]=[CH:16][C:11]=2[CH:10]=1.[F:41]C1C=C(C=CC=1)CN, predict the reaction product. The product is: [Cl:1][C:2]1[CH:7]=[CH:6][CH:5]=[C:4]([Cl:8])[C:3]=1[C:9]1[N:26]([CH2:27][C@@H:28]2[CH2:33][CH2:32][CH2:31][N:30]([C:34]([O:36][C:37]([CH3:40])([CH3:39])[CH3:38])=[O:35])[CH2:29]2)[C:12]2[N:13]=[C:14]([NH:17][CH2:18][C:19]3[CH:24]=[CH:23][CH:22]=[C:21]([F:41])[CH:20]=3)[N:15]=[CH:16][C:11]=2[CH:10]=1. (4) Given the reactants [O:1]1[CH2:6][CH2:5][O:4][C:3]2[C:7]([NH2:11])=[CH:8][CH:9]=[CH:10][C:2]1=2.[C:12](OC(=O)C)(=[O:14])[CH3:13], predict the reaction product. The product is: [O:1]1[CH2:6][CH2:5][O:4][C:3]2[C:7]([NH:11][C:12](=[O:14])[CH3:13])=[CH:8][CH:9]=[CH:10][C:2]1=2. (5) Given the reactants [Cl:1][C:2]1[CH:7]=[CH:6][CH:5]=[C:4]([Cl:8])[C:3]=1[CH2:9][O:10][C:11]1[CH:16]=[CH:15][C:14]2[C:17]3([CH2:23][O:24][C:13]=2[CH:12]=1)[CH2:22][CH2:21][NH:20][CH2:19][CH2:18]3.Br[CH2:26][CH2:27][CH2:28][P:29](=[O:36])([O:33][CH2:34][CH3:35])[O:30][CH2:31][CH3:32].[Na+].[I-].C([O-])([O-])=O.[K+].[K+], predict the reaction product. The product is: [Cl:8][C:4]1[CH:5]=[CH:6][CH:7]=[C:2]([Cl:1])[C:3]=1[CH2:9][O:10][C:11]1[CH:16]=[CH:15][C:14]2[C:17]3([CH2:23][O:24][C:13]=2[CH:12]=1)[CH2:18][CH2:19][N:20]([CH2:26][CH2:27][CH2:28][P:29](=[O:36])([O:33][CH2:34][CH3:35])[O:30][CH2:31][CH3:32])[CH2:21][CH2:22]3. (6) Given the reactants [Na].[CH3:2][N:3]1[C:11]2[C:6](=[CH:7][CH:8]=[CH:9][CH:10]=2)[C:5]([CH3:13])([CH3:12])/[C:4]/1=[CH:14]/[C:15]([NH:17]C(=O)C1C=CC=CC=1)=S, predict the reaction product. The product is: [CH3:2][N:3]1[C:11]2[C:6](=[CH:7][CH:8]=[CH:9][CH:10]=2)[C:5]([CH3:13])([CH3:12])[CH:4]1[CH2:14][C:15]#[N:17].